This data is from Forward reaction prediction with 1.9M reactions from USPTO patents (1976-2016). The task is: Predict the product of the given reaction. (1) Given the reactants [O:1]1[C:5]2[CH:6]=[CH:7][CH:8]=[CH:9][C:4]=2[N:3]=[C:2]1[NH:10][C@H:11]1[CH2:15][N:14](C(OC(C)(C)C)=O)[C@H:13]([C:23]([OH:25])=O)[CH2:12]1.[ClH:26].[C:27]([C@@H:29]1[CH2:33][CH2:32][CH2:31][NH:30]1)#[N:28], predict the reaction product. The product is: [ClH:26].[O:1]1[C:5]2[CH:6]=[CH:7][CH:8]=[CH:9][C:4]=2[N:3]=[C:2]1[NH:10][C@H:11]1[CH2:15][NH:14][C@H:13]([C:23]([N:30]2[CH2:31][CH2:32][CH2:33][C@H:29]2[C:27]#[N:28])=[O:25])[CH2:12]1. (2) Given the reactants [N+:1]([C:4]1[CH:11]=[CH:10][C:7]([CH2:8]Br)=[CH:6][CH:5]=1)([O-:3])=[O:2].[C:12]([O:16][C:17](=[O:27])[NH:18][O:19][C:20]([O:22][C:23]([CH3:26])([CH3:25])[CH3:24])=[O:21])([CH3:15])([CH3:14])[CH3:13], predict the reaction product. The product is: [C:23]([O:22][C:20]([O:19][N:18]([CH2:8][C:7]1[CH:10]=[CH:11][C:4]([N+:1]([O-:3])=[O:2])=[CH:5][CH:6]=1)[C:17](=[O:27])[O:16][C:12]([CH3:15])([CH3:14])[CH3:13])=[O:21])([CH3:26])([CH3:25])[CH3:24]. (3) Given the reactants S(S([O-])=O)([O-])=O.[Na+].[Na+].[NH2:9][C:10]1[N:15]([C:16]2[CH:21]=[C:20]([Cl:22])[CH:19]=[C:18]([Cl:23])[CH:17]=2)[C:14](=[S:24])[NH:13][C:12](=[O:25])[C:11]=1[N:26]=O.S(=O)(=O)(O)O, predict the reaction product. The product is: [NH2:26][C:11]1[C:12](=[O:25])[NH:13][C:14](=[S:24])[N:15]([C:16]2[CH:17]=[C:18]([Cl:23])[CH:19]=[C:20]([Cl:22])[CH:21]=2)[C:10]=1[NH2:9]. (4) Given the reactants [Br:1][C:2]1[CH:7]=[CH:6][C:5]([N:8]2[CH2:13][CH2:12][N:11](C(OC(C)(C)C)=O)[CH2:10][CH2:9]2)=[CH:4][CH:3]=1.FC(F)(F)C(O)=O, predict the reaction product. The product is: [Br:1][C:2]1[CH:3]=[CH:4][C:5]([N:8]2[CH2:13][CH2:12][NH:11][CH2:10][CH2:9]2)=[CH:6][CH:7]=1. (5) Given the reactants [C:1]1([C@H:7]([NH2:9])[CH3:8])[CH:6]=[CH:5][CH:4]=[CH:3][CH:2]=1.[CH:10]1[N:15]=[C:14](Cl)[C:13]2[N:17]=[CH:18][N:19]([C@@H:20]3[O:24][C@H:23]([CH2:25][OH:26])[C@@H:22]([OH:27])[C@H:21]3[OH:28])[C:12]=2[N:11]=1, predict the reaction product. The product is: [C:1]1([C@H:7]([NH:9][C:14]2[C:13]3[N:17]=[CH:18][N:19]([C:12]=3[N:11]=[CH:10][N:15]=2)[C@@H:20]2[O:24][C@H:23]([CH2:25][OH:26])[C@@H:22]([OH:27])[C@H:21]2[OH:28])[CH3:8])[CH:6]=[CH:5][CH:4]=[CH:3][CH:2]=1. (6) The product is: [F:12][C:5]([F:13])([C:6]1[CH:7]=[CH:8][CH:9]=[CH:10][CH:11]=1)[CH2:4][OH:3]. Given the reactants C([O:3][C:4](=O)[C:5]([F:13])([F:12])[C:6]1[CH:11]=[CH:10][CH:9]=[CH:8][CH:7]=1)C.[BH4-].[Na+], predict the reaction product. (7) Given the reactants Br[C:2]1[CH:7]=[CH:6][C:5]([Cl:8])=[C:4]([O:9][CH2:10][CH2:11][CH2:12][O:13][CH3:14])[CH:3]=1.C(O[Na])(C)(C)C.[CH3:21][C:22]([CH3:27])([CH3:26])[C:23](=[O:25])[CH3:24], predict the reaction product. The product is: [Cl:8][C:5]1[CH:6]=[CH:7][C:2]([CH2:24][C:23](=[O:25])[C:22]([CH3:27])([CH3:26])[CH3:21])=[CH:3][C:4]=1[O:9][CH2:10][CH2:11][CH2:12][O:13][CH3:14]. (8) Given the reactants [C:1]([OH:5])(=[O:4])[CH:2]=O.[CH3:6][C:7](=[O:15])[CH2:8][CH2:9][CH2:10][CH2:11][CH2:12][CH2:13][CH3:14], predict the reaction product. The product is: [CH2:9]([C:8]([C:7](=[O:15])[CH3:6])=[CH:2][C:1]([OH:5])=[O:4])[CH2:10][CH2:11][CH2:12][CH2:13][CH3:14].